Dataset: Reaction yield outcomes from USPTO patents with 853,638 reactions. Task: Predict the reaction yield, written as a fraction of the theoretical maximum amount of product (1.0 means a 100% yield; for example, 0.34 means a 34% yield). (1) The reactants are FC1C=C(F)C=CC=1C1C=C(CN2C(=O)C3=CC=CC=C3C2=O)C(=O)N(CC(C)C)N=1.[C:32]([CH2:35][CH2:36][C:37]1[C:38](=[O:59])[N:39]([CH2:51][C:52]2[CH:57]=[CH:56][CH:55]=[CH:54][C:53]=2[Cl:58])[N:40]=[C:41]([C:43]2[CH:48]=[CH:47][C:46]([F:49])=[C:45]([CH3:50])[CH:44]=2)[CH:42]=1)(O)=[O:33]. No catalyst specified. The product is [Cl:58][C:53]1[CH:54]=[CH:55][CH:56]=[CH:57][C:52]=1[CH2:51][N:39]1[C:38](=[O:59])[C:37]([CH2:36][CH2:35][CH2:32][OH:33])=[CH:42][C:41]([C:43]2[CH:48]=[CH:47][C:46]([F:49])=[C:45]([CH3:50])[CH:44]=2)=[N:40]1. The yield is 0.772. (2) The yield is 0.710. The product is [CH3:24][O:23][C:20]1[CH:21]=[CH:22][C:17]([CH2:16][N:15]([CH2:25][C:26]2[CH:27]=[CH:28][C:29]([O:32][CH3:33])=[CH:30][CH:31]=2)[C:13]([C:3]2[C:4](=[O:12])[NH:5][C:6]3[C:11]([C:2]=2[NH:41][CH2:40][C:39]2[CH:42]=[CH:43][C:36]([O:35][CH3:34])=[CH:37][CH:38]=2)=[CH:10][CH:9]=[CH:8][CH:7]=3)=[O:14])=[CH:18][CH:19]=1. The reactants are Cl[C:2]1[C:11]2[C:6](=[CH:7][CH:8]=[CH:9][CH:10]=2)[NH:5][C:4](=[O:12])[C:3]=1[C:13]([N:15]([CH2:25][C:26]1[CH:31]=[CH:30][C:29]([O:32][CH3:33])=[CH:28][CH:27]=1)[CH2:16][C:17]1[CH:22]=[CH:21][C:20]([O:23][CH3:24])=[CH:19][CH:18]=1)=[O:14].[CH3:34][O:35][C:36]1[CH:43]=[CH:42][C:39]([CH2:40][NH2:41])=[CH:38][CH:37]=1. The catalyst is CN(C=O)C. (3) The reactants are [CH2:1]1COCC1.[F:6][C:7]1[C:12]2[CH:13]=[CH:14][O:15][C:11]=2[C:10]([C:16]2[CH:41]=[CH:40][C:19]([O:20][CH2:21][C:22]3[CH:23]=[C:24]([CH:37]=[CH:38][CH:39]=3)[C:25]([N:27]3[CH2:31][CH2:30][C@H:29]([OH:32])[C@H:28]3[C:33]([O:35]C)=[O:34])=[O:26])=[CH:18][CH:17]=2)=[CH:9][C:8]=1[F:42].[H-].[Na+].CI. The catalyst is O. The product is [F:6][C:7]1[C:12]2[CH:13]=[CH:14][O:15][C:11]=2[C:10]([C:16]2[CH:41]=[CH:40][C:19]([O:20][CH2:21][C:22]3[CH:23]=[C:24]([CH:37]=[CH:38][CH:39]=3)[C:25]([N:27]3[CH2:31][CH2:30][C@H:29]([O:32][CH3:1])[C@H:28]3[C:33]([OH:35])=[O:34])=[O:26])=[CH:18][CH:17]=2)=[CH:9][C:8]=1[F:42]. The yield is 0.290. (4) The yield is 0.820. The product is [CH3:33][C@H:34]1[NH:35][C@@H:36]([CH3:40])[CH2:37][N:38]([C:2]2[N:3]([C@H:24]3[CH2:28][CH2:27][N:26]([S:29]([CH3:32])(=[O:30])=[O:31])[CH2:25]3)[C:4]3[C:9]([N:10]=2)=[C:8]([N:11]2[CH2:16][CH2:15][O:14][CH2:13][CH2:12]2)[N:7]=[C:6]([C:17]2[CH:22]=[N:21][C:20]([NH2:23])=[N:19][CH:18]=2)[N:5]=3)[CH2:39]1. The catalyst is CS(C)=O. The reactants are Cl[C:2]1[N:3]([C@H:24]2[CH2:28][CH2:27][N:26]([S:29]([CH3:32])(=[O:31])=[O:30])[CH2:25]2)[C:4]2[C:9]([N:10]=1)=[C:8]([N:11]1[CH2:16][CH2:15][O:14][CH2:13][CH2:12]1)[N:7]=[C:6]([C:17]1[CH:18]=[N:19][C:20]([NH2:23])=[N:21][CH:22]=1)[N:5]=2.[CH3:33][C@H:34]1[CH2:39][NH:38][CH2:37][C@@H:36]([CH3:40])[NH:35]1.